This data is from Full USPTO retrosynthesis dataset with 1.9M reactions from patents (1976-2016). The task is: Predict the reactants needed to synthesize the given product. (1) Given the product [NH:1]1[CH:5]=[CH:4][C:3]([C:6]2[NH:15][C:8]3[CH:13]=[CH:12][CH:11]=[CH:10][C:9]=3[N:14]=2)=[N:2]1, predict the reactants needed to synthesize it. The reactants are: [NH:1]1[CH:5]=[CH:4][C:3]([CH:6]=O)=[N:2]1.[C:8]1([NH2:15])[CH:13]=[CH:12][CH:11]=[CH:10][C:9]=1[NH2:14].S(=O)(O)[O-].[Na+]. (2) The reactants are: [N:1]1([C:7]2[C:8]3[N:9]([CH:15]=[C:16]([C:18]4[CH:23]=[CH:22][N:21]=[CH:20][CH:19]=4)[N:17]=3)[N:10]=[C:11]([NH:13][NH2:14])[CH:12]=2)[CH2:6][CH2:5][O:4][CH2:3][CH2:2]1.[CH3:24][C:25]1[CH:32]=[CH:31][CH:30]=[CH:29][C:26]=1[CH:27]=O. Given the product [CH3:24][C:25]1[CH:32]=[CH:31][CH:30]=[CH:29][C:26]=1[CH:27]=[N:14][NH:13][C:11]1[CH:12]=[C:7]([N:1]2[CH2:2][CH2:3][O:4][CH2:5][CH2:6]2)[C:8]2[N:9]([CH:15]=[C:16]([C:18]3[CH:23]=[CH:22][N:21]=[CH:20][CH:19]=3)[N:17]=2)[N:10]=1, predict the reactants needed to synthesize it.